Dataset: Peptide-MHC class I binding affinity with 185,985 pairs from IEDB/IMGT. Task: Regression. Given a peptide amino acid sequence and an MHC pseudo amino acid sequence, predict their binding affinity value. This is MHC class I binding data. The MHC is H-2-Db with pseudo-sequence H-2-Db. The peptide sequence is VRSSPASFEK. The binding affinity (normalized) is 0.